Dataset: Full USPTO retrosynthesis dataset with 1.9M reactions from patents (1976-2016). Task: Predict the reactants needed to synthesize the given product. (1) The reactants are: [O:1]=[C:2]1[N:6]([C:7]2[CH:15]=[CH:14][C:10]([C:11](O)=[O:12])=[CH:9][CH:8]=2)[N:5]=[C:4]2[C:16]3[CH:17]=[CH:18][CH:19]=[CH:20][C:21]=3[S:22][CH:23]=[C:3]12.C(N(C(C)C)CC)(C)C.[CH3:33][N:34]([CH3:39])[CH2:35][CH2:36][CH2:37][NH2:38].F[P-](F)(F)(F)(F)F.N1(OC(=[N+](C)C)N(C)C)C2C=CC=CC=2N=N1. Given the product [CH3:33][N:34]([CH3:39])[CH2:35][CH2:36][CH2:37][NH:38][C:11](=[O:12])[C:10]1[CH:9]=[CH:8][C:7]([N:6]2[C:2](=[O:1])[C:3]3=[CH:23][S:22][C:21]4[CH:20]=[CH:19][CH:18]=[CH:17][C:16]=4[C:4]3=[N:5]2)=[CH:15][CH:14]=1, predict the reactants needed to synthesize it. (2) Given the product [N:30]1[CH:35]=[CH:34][C:33]([CH2:36][NH:37][C:14]([C:13]2[C:17]([C:19]([F:22])([F:21])[F:20])=[CH:18][C:10]([NH:9][C:5]3[CH:6]=[CH:7][CH:8]=[C:3]([Cl:2])[CH:4]=3)=[N:11][CH:12]=2)=[O:16])=[CH:32][CH:31]=1, predict the reactants needed to synthesize it. The reactants are: Cl.[Cl:2][C:3]1[CH:4]=[C:5]([NH:9][C:10]2[CH:18]=[C:17]([C:19]([F:22])([F:21])[F:20])[C:13]([C:14]([OH:16])=O)=[CH:12][N:11]=2)[CH:6]=[CH:7][CH:8]=1.CN1CCOCC1.[N:30]1[CH:35]=[CH:34][C:33]([CH2:36][NH2:37])=[CH:32][CH:31]=1.O.ON1C2C=CC=CC=2N=N1.Cl.CN(C)CCCN=C=NCC. (3) Given the product [Cl:34][C:14]1[C:13]2[C:18](=[CH:19][C:10]([S:7]([N:6]([CH2:5][C:4]3[CH:26]=[CH:27][C:28]([O:30][CH3:31])=[CH:29][C:3]=3[O:2][CH3:1])[C:21]3[S:22][CH:23]=[CH:24][N:25]=3)(=[O:9])=[O:8])=[CH:11][CH:12]=2)[N:17]=[CH:16][N:15]=1, predict the reactants needed to synthesize it. The reactants are: [CH3:1][O:2][C:3]1[CH:29]=[C:28]([O:30][CH3:31])[CH:27]=[CH:26][C:4]=1[CH2:5][N:6]([C:21]1[S:22][CH:23]=[CH:24][N:25]=1)[S:7]([C:10]1[CH:19]=[C:18]2[C:13]([C:14](=O)[NH:15][CH:16]=[N:17]2)=[CH:12][CH:11]=1)(=[O:9])=[O:8].O=P(Cl)(Cl)[Cl:34]. (4) Given the product [C:16]([C:17]1[O:1][C:2]2[C:3](=[O:13])[C:4]3[C:9]([C:10](=[O:12])[C:11]=2[CH:18]=1)=[CH:8][CH:7]=[CH:6][CH:5]=3)(=[O:27])[CH3:15], predict the reactants needed to synthesize it. The reactants are: [OH:1][C:2]1[C:3](=[O:13])[C:4]2[C:9]([C:10](=[O:12])[CH:11]=1)=[CH:8][CH:7]=[CH:6][CH:5]=2.N12CCCN=C1C[CH2:18][CH2:17][CH2:16][CH2:15]2.C([OH:27])C. (5) The reactants are: C([O:3][C:4]([C:6]1[C:10]([CH3:11])=[CH:9][NH:8][C:7]=1[CH2:12][CH2:13][NH:14][CH2:15][CH2:16][N:17]1[CH2:22][CH2:21][O:20][CH2:19][CH2:18]1)=O)C.C[Al](C)C.Cl.[OH-].[Na+]. Given the product [CH3:11][C:10]1[C:6]2[C:4](=[O:3])[N:14]([CH2:15][CH2:16][N:17]3[CH2:22][CH2:21][O:20][CH2:19][CH2:18]3)[CH2:13][CH2:12][C:7]=2[NH:8][CH:9]=1, predict the reactants needed to synthesize it.